From a dataset of Catalyst prediction with 721,799 reactions and 888 catalyst types from USPTO. Predict which catalyst facilitates the given reaction. (1) Reactant: [Cl:1][C:2]1[C:3]2[N:4]([CH:8]=[C:9]([C:11]3[CH:16]=[CH:15][C:14]([F:17])=[CH:13][CH:12]=3)[N:10]=2)[CH:5]=[CH:6][CH:7]=1.[I:18]N1C(=O)CCC1=O. Product: [Cl:1][C:2]1[C:3]2[N:4]([C:8]([I:18])=[C:9]([C:11]3[CH:16]=[CH:15][C:14]([F:17])=[CH:13][CH:12]=3)[N:10]=2)[CH:5]=[CH:6][CH:7]=1. The catalyst class is: 4. (2) Reactant: C([O:8][C:9]1[N:13]([CH:14]([CH3:16])[CH3:15])[N:12]=[C:11](/[CH:17]=[CH:18]/[C:19]([O:21][CH2:22][CH3:23])=[O:20])[CH:10]=1)C1C=CC=CC=1. Product: [CH:14]([N:13]1[C:9](=[O:8])[CH2:10][C:11]([CH2:17][CH2:18][C:19]([O:21][CH2:22][CH3:23])=[O:20])=[N:12]1)([CH3:16])[CH3:15]. The catalyst class is: 349. (3) Reactant: C[O:2][C:3](=[O:37])[C:4]1[CH:9]=[CH:8][C:7]([S:10](=[O:28])(=[O:27])[NH:11][C@H:12]([C:21](=[O:26])[N:22]([O:24][CH3:25])[CH3:23])[CH2:13][C:14]([O:16][C:17]([CH3:20])([CH3:19])[CH3:18])=[O:15])=[C:6]([O:29][CH2:30][C:31]2[CH:36]=[CH:35][CH:34]=[CH:33][CH:32]=2)[CH:5]=1.[OH-].[Li+].C(O)(=O)CC(CC(O)=O)(C(O)=O)O. Product: [CH2:30]([O:29][C:6]1[CH:5]=[C:4]([CH:9]=[CH:8][C:7]=1[S:10](=[O:27])(=[O:28])[NH:11][C@H:12]([C:21](=[O:26])[N:22]([O:24][CH3:25])[CH3:23])[CH2:13][C:14]([O:16][C:17]([CH3:20])([CH3:19])[CH3:18])=[O:15])[C:3]([OH:37])=[O:2])[C:31]1[CH:36]=[CH:35][CH:34]=[CH:33][CH:32]=1. The catalyst class is: 54. (4) Reactant: [Cl:1][C:2]1[CH:41]=[CH:40][C:5]([CH2:6][C@@H:7]([NH:29][CH:30]2[CH2:35][CH2:34][CH:33]([NH:36][C:37](=[O:39])[CH3:38])[CH2:32][CH2:31]2)[C:8]([N:10]2[CH2:15][CH2:14][C@@H:13]([N:16]([CH:22]3[CH2:27][CH2:26][CH2:25][CH2:24][CH2:23]3)[C:17]([N:19]([CH3:21])[CH3:20])=[O:18])[C@H:12]([CH3:28])[CH2:11]2)=[O:9])=[CH:4][CH:3]=1.Cl. Product: [ClH:1].[Cl:1][C:2]1[CH:3]=[CH:4][C:5]([CH2:6][C@@H:7]([NH:29][CH:30]2[CH2:35][CH2:34][CH:33]([NH:36][C:37](=[O:39])[CH3:38])[CH2:32][CH2:31]2)[C:8]([N:10]2[CH2:15][CH2:14][C@@H:13]([N:16]([CH:22]3[CH2:27][CH2:26][CH2:25][CH2:24][CH2:23]3)[C:17]([N:19]([CH3:21])[CH3:20])=[O:18])[C@H:12]([CH3:28])[CH2:11]2)=[O:9])=[CH:40][CH:41]=1. The catalyst class is: 698. (5) Reactant: FC(F)(F)C(O)=O.[CH3:8][N:9]([CH3:76])[CH:10]1[CH2:15][CH2:14][CH:13]([NH:16][C:17]([C:19]2[CH:24]=[CH:23][C:22]([C:25]3[CH:30]=[CH:29][C:28]([CH2:31][C@H:32]([NH:57][C:58]([C@H:60]4[CH2:65][CH2:64][C@H:63]([CH2:66][NH:67]C(=O)OC(C)(C)C)[CH2:62][CH2:61]4)=[O:59])[C:33]([NH:35][C:36]4[CH:41]=[CH:40][C:39]([C:42]5[NH:46][N:45]=[C:44]([C:47]([F:56])([F:55])[C:48]([F:54])([F:53])[C:49]([F:52])([F:51])[F:50])[N:43]=5)=[CH:38][CH:37]=4)=[O:34])=[CH:27][CH:26]=3)=[C:21]([CH3:75])[CH:20]=2)=[O:18])[CH2:12][CH2:11]1.[ClH:77]. Product: [ClH:77].[NH2:67][CH2:66][C@H:63]1[CH2:64][CH2:65][C@H:60]([C:58]([NH:57][C@H:32]([C:33]([NH:35][C:36]2[CH:41]=[CH:40][C:39]([C:42]3[NH:46][N:45]=[C:44]([C:47]([F:56])([F:55])[C:48]([F:54])([F:53])[C:49]([F:50])([F:51])[F:52])[N:43]=3)=[CH:38][CH:37]=2)=[O:34])[CH2:31][C:28]2[CH:27]=[CH:26][C:25]([C:22]3[CH:23]=[CH:24][C:19]([C:17]([NH:16][CH:13]4[CH2:14][CH2:15][CH:10]([N:9]([CH3:76])[CH3:8])[CH2:11][CH2:12]4)=[O:18])=[CH:20][C:21]=3[CH3:75])=[CH:30][CH:29]=2)=[O:59])[CH2:61][CH2:62]1. The catalyst class is: 12. (6) Reactant: CI.[C:3]([O:7][C:8](=[O:37])[N:9]([CH2:20][CH2:21][NH:22][S:23]([C:26]1[C:27]2[CH:28]=[CH:29][N:30]=[CH:31][C:32]=2[CH:33]=[C:34]([Br:36])[CH:35]=1)(=[O:25])=[O:24])[CH2:10][CH2:11][O:12][C:13]1[CH:18]=[CH:17][C:16]([Cl:19])=[CH:15][CH:14]=1)([CH3:6])([CH3:5])[CH3:4].[C:38](=O)([O-])[O-].[K+].[K+]. Product: [C:3]([O:7][C:8](=[O:37])[N:9]([CH2:20][CH2:21][N:22]([S:23]([C:26]1[C:27]2[CH:28]=[CH:29][N:30]=[CH:31][C:32]=2[CH:33]=[C:34]([Br:36])[CH:35]=1)(=[O:24])=[O:25])[CH3:38])[CH2:10][CH2:11][O:12][C:13]1[CH:18]=[CH:17][C:16]([Cl:19])=[CH:15][CH:14]=1)([CH3:6])([CH3:4])[CH3:5]. The catalyst class is: 3.